This data is from NCI-60 drug combinations with 297,098 pairs across 59 cell lines. The task is: Regression. Given two drug SMILES strings and cell line genomic features, predict the synergy score measuring deviation from expected non-interaction effect. (1) Synergy scores: CSS=94.9, Synergy_ZIP=28.1, Synergy_Bliss=28.4, Synergy_Loewe=-5.33, Synergy_HSA=26.8. Cell line: MOLT-4. Drug 2: CN(C)C1=NC(=NC(=N1)N(C)C)N(C)C. Drug 1: CC1=C2C(C(=O)C3(C(CC4C(C3C(C(C2(C)C)(CC1OC(=O)C(C(C5=CC=CC=C5)NC(=O)OC(C)(C)C)O)O)OC(=O)C6=CC=CC=C6)(CO4)OC(=O)C)OC)C)OC. (2) Drug 1: C1CN(CCN1C(=O)CCBr)C(=O)CCBr. Drug 2: CN(C(=O)NC(C=O)C(C(C(CO)O)O)O)N=O. Cell line: RXF 393. Synergy scores: CSS=3.48, Synergy_ZIP=0.785, Synergy_Bliss=2.23, Synergy_Loewe=-1.39, Synergy_HSA=0.737.